This data is from Reaction yield outcomes from USPTO patents with 853,638 reactions. The task is: Predict the reaction yield, written as a fraction of the theoretical maximum amount of product (1.0 means a 100% yield; for example, 0.34 means a 34% yield). (1) The reactants are [F:1][C:2]1[CH:7]=[CH:6][C:5]([NH:8][C@H:9]2[CH2:14][CH2:13][C@H:12]([C:15]([N:17]3[CH2:22][CH2:21][NH:20][CH2:19][CH2:18]3)=[O:16])[CH2:11][CH2:10]2)=[CH:4][CH:3]=1.[C:23]1(=O)[CH2:29][CH2:28][CH2:27][CH2:26][CH2:25][CH2:24]1.C(O[BH-](OC(=O)C)OC(=O)C)(=O)C.[Na+].C(O)(=O)C. The catalyst is CO. The product is [CH:23]1([N:20]2[CH2:19][CH2:18][N:17]([C:15]([C@H:12]3[CH2:13][CH2:14][C@H:9]([NH:8][C:5]4[CH:6]=[CH:7][C:2]([F:1])=[CH:3][CH:4]=4)[CH2:10][CH2:11]3)=[O:16])[CH2:22][CH2:21]2)[CH2:29][CH2:28][CH2:27][CH2:26][CH2:25][CH2:24]1. The yield is 0.0800. (2) The reactants are [NH2:1][C:2]1[CH:8]=[CH:7][C:5]([OH:6])=[CH:4][C:3]=1[OH:9].Cl.[OH-].[Na+].[CH:13]1[CH:18]=[CH:17][C:16]([CH2:19][O:20][C:21](Cl)=[O:22])=[CH:15][CH:14]=1. The catalyst is O. The product is [CH2:19]([O:20][C:21](=[O:22])[NH:1][C:2]1[CH:8]=[CH:7][C:5]([OH:6])=[CH:4][C:3]=1[OH:9])[C:16]1[CH:17]=[CH:18][CH:13]=[CH:14][CH:15]=1. The yield is 0.800. (3) The reactants are C[O:2][C:3]1[CH:18]=[CH:17][C:6]2[N:7]([CH2:10][C:11]3[CH:16]=[CH:15][CH:14]=[CH:13][CH:12]=3)[CH:8]=[N:9][C:5]=2[C:4]=1[C:19]([O:21]C)=[O:20]. The catalyst is Br. The product is [OH:2][C:3]1[CH:18]=[CH:17][C:6]2[N:7]([CH2:10][C:11]3[CH:16]=[CH:15][CH:14]=[CH:13][CH:12]=3)[CH:8]=[N:9][C:5]=2[C:4]=1[C:19]([OH:21])=[O:20]. The yield is 0.670. (4) The reactants are Br[C:2]1[CH:7]=[CH:6][N:5]=[C:4]([CH3:8])[CH:3]=1.[C:9]([O:13][C:14]([N:16]1[CH2:21][CH2:20][CH:19]([NH2:22])[CH2:18][CH2:17]1)=[O:15])([CH3:12])([CH3:11])[CH3:10].O(C(C)(C)C)[K].C1(P(C2CCCCC2)C2C=CC=CC=2C2C(C(C)C)=CC(C(C)C)=CC=2C(C)C)CCCCC1. The catalyst is C1(C)C=CC=CC=1.[Pd].[Pd].C(=CC(C=CC1C=CC=CC=1)=O)C1C=CC=CC=1.C(=CC(C=CC1C=CC=CC=1)=O)C1C=CC=CC=1.C(=CC(C=CC1C=CC=CC=1)=O)C1C=CC=CC=1. The product is [C:9]([O:13][C:14]([N:16]1[CH2:21][CH2:20][CH:19]([NH:22][C:2]2[CH:7]=[CH:6][N:5]=[C:4]([CH3:8])[CH:3]=2)[CH2:18][CH2:17]1)=[O:15])([CH3:12])([CH3:10])[CH3:11]. The yield is 0.520. (5) The reactants are [Br:1][C:2]1[CH:10]=[C:9]([C:11]#[N:12])[CH:8]=[C:7]2[C:3]=1[CH:4]=[CH:5][NH:6]2.[OH:13]O.[OH-].[Na+].O. The catalyst is CO. The product is [Br:1][C:2]1[CH:10]=[C:9]([C:11]([NH2:12])=[O:13])[CH:8]=[C:7]2[C:3]=1[CH:4]=[CH:5][NH:6]2. The yield is 0.970. (6) The yield is 0.900. The product is [F:25][C:24]([F:27])([F:26])[C:22]([OH:28])=[O:23].[O:7]=[C:4]1[CH:5]=[CH:6][C:2](=[O:1])[N:3]1[CH2:8][CH2:9][CH2:10][C:11]([NH:13][NH2:14])=[O:12]. The reactants are [O:1]=[C:2]1[CH:6]=[CH:5][C:4](=[O:7])[N:3]1[CH2:8][CH2:9][CH2:10][C:11]([NH:13][NH:14]C(OC(C)(C)C)=O)=[O:12].[C:22]([OH:28])([C:24]([F:27])([F:26])[F:25])=[O:23]. The catalyst is C(Cl)Cl.C(O)C.C1(C)C=CC=CC=1.